Task: Regression. Given a peptide amino acid sequence and an MHC pseudo amino acid sequence, predict their binding affinity value. This is MHC class I binding data.. Dataset: Peptide-MHC class I binding affinity with 185,985 pairs from IEDB/IMGT (1) The peptide sequence is RPDTRHLRV. The MHC is HLA-A68:01 with pseudo-sequence HLA-A68:01. The binding affinity (normalized) is 0.116. (2) The peptide sequence is SYLRRTQSM. The MHC is HLA-A24:03 with pseudo-sequence HLA-A24:03. The binding affinity (normalized) is 0.839. (3) The peptide sequence is GMDPRMCSL. The MHC is HLA-B44:02 with pseudo-sequence HLA-B44:02. The binding affinity (normalized) is 0.0847. (4) The peptide sequence is RVMAIFMAL. The MHC is HLA-A68:02 with pseudo-sequence HLA-A68:02. The binding affinity (normalized) is 0.664. (5) The peptide sequence is ITAAAWYLW. The MHC is HLA-B58:01 with pseudo-sequence HLA-B58:01. The binding affinity (normalized) is 0.764. (6) The peptide sequence is APRGFRAAF. The MHC is HLA-B15:17 with pseudo-sequence HLA-B15:17. The binding affinity (normalized) is 0.205. (7) The peptide sequence is EAVEGSTEL. The MHC is H-2-Kb with pseudo-sequence H-2-Kb. The binding affinity (normalized) is 0.135. (8) The peptide sequence is SLYADSPSV. The MHC is HLA-A03:01 with pseudo-sequence HLA-A03:01. The binding affinity (normalized) is 0.296.